Dataset: NCI-60 drug combinations with 297,098 pairs across 59 cell lines. Task: Regression. Given two drug SMILES strings and cell line genomic features, predict the synergy score measuring deviation from expected non-interaction effect. Drug 1: CCC1(CC2CC(C3=C(CCN(C2)C1)C4=CC=CC=C4N3)(C5=C(C=C6C(=C5)C78CCN9C7C(C=CC9)(C(C(C8N6C)(C(=O)OC)O)OC(=O)C)CC)OC)C(=O)OC)O. Drug 2: C1CC(C1)(C2=CC=C(C=C2)C3=C(C=C4C(=N3)C=CN5C4=NNC5=O)C6=CC=CC=C6)N. Cell line: NCIH23. Synergy scores: CSS=60.9, Synergy_ZIP=-2.53, Synergy_Bliss=-2.04, Synergy_Loewe=-1.68, Synergy_HSA=2.24.